From a dataset of NCI-60 drug combinations with 297,098 pairs across 59 cell lines. Regression. Given two drug SMILES strings and cell line genomic features, predict the synergy score measuring deviation from expected non-interaction effect. (1) Drug 1: C1C(C(OC1N2C=C(C(=O)NC2=O)F)CO)O. Drug 2: CCC1=C2CN3C(=CC4=C(C3=O)COC(=O)C4(CC)O)C2=NC5=C1C=C(C=C5)O. Cell line: SK-MEL-5. Synergy scores: CSS=23.6, Synergy_ZIP=-6.68, Synergy_Bliss=5.64, Synergy_Loewe=1.52, Synergy_HSA=2.28. (2) Drug 1: CN(C)N=NC1=C(NC=N1)C(=O)N. Drug 2: CC1CCC2CC(C(=CC=CC=CC(CC(C(=O)C(C(C(=CC(C(=O)CC(OC(=O)C3CCCCN3C(=O)C(=O)C1(O2)O)C(C)CC4CCC(C(C4)OC)OCCO)C)C)O)OC)C)C)C)OC. Cell line: T-47D. Synergy scores: CSS=10.1, Synergy_ZIP=-5.15, Synergy_Bliss=-1.01, Synergy_Loewe=-7.69, Synergy_HSA=-1.05. (3) Drug 1: CCC1=CC2CC(C3=C(CN(C2)C1)C4=CC=CC=C4N3)(C5=C(C=C6C(=C5)C78CCN9C7C(C=CC9)(C(C(C8N6C)(C(=O)OC)O)OC(=O)C)CC)OC)C(=O)OC. Drug 2: CC1=C(C(=CC=C1)Cl)NC(=O)C2=CN=C(S2)NC3=CC(=NC(=N3)C)N4CCN(CC4)CCO. Cell line: SW-620. Synergy scores: CSS=41.0, Synergy_ZIP=6.52, Synergy_Bliss=3.95, Synergy_Loewe=-10.8, Synergy_HSA=7.48. (4) Synergy scores: CSS=36.9, Synergy_ZIP=-0.888, Synergy_Bliss=-0.934, Synergy_Loewe=-33.6, Synergy_HSA=0.102. Cell line: HOP-92. Drug 2: CC1C(C(CC(O1)OC2CC(CC3=C2C(=C4C(=C3O)C(=O)C5=CC=CC=C5C4=O)O)(C(=O)C)O)N)O. Drug 1: CC1=C(C=C(C=C1)NC(=O)C2=CC=C(C=C2)CN3CCN(CC3)C)NC4=NC=CC(=N4)C5=CN=CC=C5. (5) Synergy scores: CSS=7.54, Synergy_ZIP=-3.74, Synergy_Bliss=-6.33, Synergy_Loewe=-7.27, Synergy_HSA=-4.62. Drug 1: C1CN1P(=S)(N2CC2)N3CC3. Cell line: HOP-62. Drug 2: CC1=C(C(CCC1)(C)C)C=CC(=CC=CC(=CC(=O)O)C)C. (6) Drug 1: CC(C1=C(C=CC(=C1Cl)F)Cl)OC2=C(N=CC(=C2)C3=CN(N=C3)C4CCNCC4)N. Drug 2: CC1=C(C=C(C=C1)NC(=O)C2=CC=C(C=C2)CN3CCN(CC3)C)NC4=NC=CC(=N4)C5=CN=CC=C5. Cell line: MCF7. Synergy scores: CSS=1.63, Synergy_ZIP=4.50, Synergy_Bliss=6.35, Synergy_Loewe=-5.99, Synergy_HSA=2.96. (7) Drug 1: C1=NC2=C(N=C(N=C2N1C3C(C(C(O3)CO)O)O)F)N. Drug 2: C(=O)(N)NO. Cell line: U251. Synergy scores: CSS=0.806, Synergy_ZIP=-2.11, Synergy_Bliss=-2.91, Synergy_Loewe=-9.72, Synergy_HSA=-5.22. (8) Drug 1: CC1C(C(CC(O1)OC2CC(CC3=C2C(=C4C(=C3O)C(=O)C5=C(C4=O)C(=CC=C5)OC)O)(C(=O)CO)O)N)O.Cl. Drug 2: C1=C(C(=O)NC(=O)N1)F. Cell line: LOX IMVI. Synergy scores: CSS=39.5, Synergy_ZIP=1.25, Synergy_Bliss=1.46, Synergy_Loewe=2.45, Synergy_HSA=2.88.